From a dataset of Forward reaction prediction with 1.9M reactions from USPTO patents (1976-2016). Predict the product of the given reaction. Given the reactants C([O-])([O-])=O.[Na+].[Na+].[Cl-].[F:8][C:9]([F:27])([F:26])[O:10][C:11]1[CH:25]=[CH:24][CH:23]=[C:22]2[C:12]=1[CH2:13][CH2:14][C:15]1([O:21]2)[CH2:20][CH2:19][NH2+:18][CH2:17][CH2:16]1.C([O:32][C:33](=[O:46])[CH2:34][N:35]1[N:39]=[N:38][C:37]([CH:40]2[O:44][N:43]=[C:42](Br)[CH2:41]2)=[N:36]1)(C)(C)C.[NH4+].[Cl-], predict the reaction product. The product is: [F:27][C:9]([F:8])([F:26])[O:10][C:11]1[CH:25]=[CH:24][CH:23]=[C:22]2[C:12]=1[CH2:13][CH2:14][C:15]1([O:21]2)[CH2:16][CH2:17][N:18]([C:42]2[CH:41]=[C:40]([C:37]3[N:38]=[N:39][N:35]([CH2:34][C:33]([OH:46])=[O:32])[N:36]=3)[O:44][N:43]=2)[CH2:19][CH2:20]1.